From a dataset of Forward reaction prediction with 1.9M reactions from USPTO patents (1976-2016). Predict the product of the given reaction. (1) Given the reactants [CH2:1]([O:8][C:9]1[C:14]([C:15]([NH:17][CH2:18][C:19]2[CH:24]=[CH:23][C:22]([F:25])=[CH:21][CH:20]=2)=[O:16])=[CH:13][N:12]=[C:11]([CH:26]=[O:27])[C:10]=1[O:28][CH3:29])[C:2]1[CH:7]=[CH:6][CH:5]=[CH:4][CH:3]=1.[OH-:30].[K+].II.S([O-])(O)=O.[Na+].[CH3:39]O, predict the reaction product. The product is: [CH2:1]([O:8][C:9]1[C:14]([C:15](=[O:16])[NH:17][CH2:18][C:19]2[CH:20]=[CH:21][C:22]([F:25])=[CH:23][CH:24]=2)=[CH:13][N:12]=[C:11]([C:26]([O:30][CH3:39])=[O:27])[C:10]=1[O:28][CH3:29])[C:2]1[CH:7]=[CH:6][CH:5]=[CH:4][CH:3]=1. (2) Given the reactants C([O:3][C:4](=[O:29])[CH2:5][O:6][C:7]1[CH:12]=[CH:11][C:10]([S:13][CH2:14][C:15]2[S:19][C:18]([C:20]3[CH:25]=[CH:24][C:23](Br)=[CH:22][CH:21]=3)=[N:17][C:16]=2[CH3:27])=[CH:9][C:8]=1[CH3:28])C.[F:30][C:31]([F:42])([F:41])[C:32]1[CH:37]=[CH:36][C:35](B(O)O)=[CH:34][CH:33]=1.C(=O)([O-])[O-].[Na+].[Na+], predict the reaction product. The product is: [CH3:28][C:8]1[CH:9]=[C:10]([S:13][CH2:14][C:15]2[S:19][C:18]([C:20]3[CH:21]=[CH:22][C:23]([C:35]4[CH:36]=[CH:37][C:32]([C:31]([F:42])([F:41])[F:30])=[CH:33][CH:34]=4)=[CH:24][CH:25]=3)=[N:17][C:16]=2[CH3:27])[CH:11]=[CH:12][C:7]=1[O:6][CH2:5][C:4]([OH:3])=[O:29]. (3) The product is: [CH3:1][C:2]1[CH:7]=[CH:6][CH:5]=[C:4]([CH3:8])[C:3]=1[N:9]1[CH2:13][C:12]2([C:17]([OH:19])=[O:18])[CH2:14][CH2:15][CH2:16][CH:11]2[C:10]1=[O:21]. Given the reactants [CH3:1][C:2]1[CH:7]=[CH:6][CH:5]=[C:4]([CH3:8])[C:3]=1[N:9]1[CH2:13][C:12]2([C:17]([O:19]C)=[O:18])[CH2:14][CH2:15][CH2:16][CH:11]2[C:10]1=[O:21].Cl, predict the reaction product. (4) Given the reactants [Cl:1][C:2]1[CH:7]=[CH:6][C:5]([S:8]([N:11]([C:15]2[C:16]([CH:22]=[O:23])=[N:17][CH:18]=[C:19]([Cl:21])[CH:20]=2)COC)(=[O:10])=[O:9])=[CH:4][C:3]=1[C:24]([F:27])([F:26])[F:25].O.Cl, predict the reaction product. The product is: [Cl:1][C:2]1[CH:7]=[CH:6][C:5]([S:8]([NH:11][C:15]2[C:16]([CH:22]=[O:23])=[N:17][CH:18]=[C:19]([Cl:21])[CH:20]=2)(=[O:10])=[O:9])=[CH:4][C:3]=1[C:24]([F:25])([F:27])[F:26]. (5) Given the reactants [Br:1][C:2]1[CH:9]=[CH:8][C:5]([CH:6]=O)=[C:4]([Cl:10])[CH:3]=1.Cl.CN.CC([O-])=O.[Na+].[N+:19]([CH3:22])([O-:21])=[O:20], predict the reaction product. The product is: [Br:1][C:2]1[CH:9]=[CH:8][C:5]([CH:6]=[CH:22][N+:19]([O-:21])=[O:20])=[C:4]([Cl:10])[CH:3]=1. (6) Given the reactants OS(O)(=O)=O.[CH3:6][C:7]#[N:8].[CH3:9][C:10](O)([CH3:14])[CH2:11][CH2:12][OH:13], predict the reaction product. The product is: [CH3:6][C:7]1[O:13][CH2:12][CH2:11][C:10]([CH3:14])([CH3:9])[N:8]=1.